This data is from Full USPTO retrosynthesis dataset with 1.9M reactions from patents (1976-2016). The task is: Predict the reactants needed to synthesize the given product. (1) Given the product [F:39][C:33]1[CH:34]=[CH:35][CH:36]=[C:37]([F:38])[C:32]=1[C:31]([NH:30][C:28]1[S:29][C:6]([C:5]2[CH:8]=[CH:9][CH:10]=[C:3]([O:2][CH3:1])[CH:4]=2)=[C:26]([C:41]([O:43][CH3:44])=[O:42])[N:27]=1)=[O:40], predict the reactants needed to synthesize it. The reactants are: [CH3:1][O:2][C:3]1[CH:4]=[C:5]([CH:8]=[CH:9][CH:10]=1)[CH:6]=O.C(OC1C=CC(C(F)(F)F)=CC=1C1[S:29][C:28]([NH:30][C:31](=[O:40])[C:32]2[C:37]([F:38])=[CH:36][CH:35]=[CH:34][C:33]=2[F:39])=[N:27][C:26]=1[C:41]([O:43][CH3:44])=[O:42])C=C. (2) Given the product [CH3:29][O:5][C:3]1[CH:2]=[CH:23][CH:24]=[CH:19][C:20]=1[CH2:25][C:26]1[C:27]([NH2:28])=[N:8][C:9]2[C:10]([CH:15]=1)=[N:11][CH:12]=[CH:13][CH:14]=2, predict the reactants needed to synthesize it. The reactants are: F[C:2](F)(F)[C:3]([OH:5])=O.[NH2:8][C:9]1[C:10]([CH:15]=O)=[N:11][CH:12]=[CH:13][CH:14]=1.CO[C:19]1[CH:24]=[CH:23]C=C[C:20]=1[CH2:25][CH2:26][C:27]#[N:28].[CH3:29]C([O-])(C)C.[K+]. (3) Given the product [C:19]1([C:3]2[N:4]3[C:5]4[CH:18]=[CH:17][CH:16]=[N:15][C:6]=4[NH:7][C:8]4[CH:14]=[CH:13][CH:12]=[CH:11][C:9]=4[C:10]3=[N:1][CH:2]=2)[CH:20]=[CH:21][CH:22]=[CH:23][CH:24]=1, predict the reactants needed to synthesize it. The reactants are: [N:1]1[CH:2]=[C:3]([C:19]2[CH:24]=[CH:23][C:22](C3(NC(=O)OC(C)(C)C)CCC3)=[CH:21][CH:20]=2)[N:4]2[C:10]=1[C:9]1[CH:11]=[CH:12][CH:13]=[CH:14][C:8]=1[NH:7][C:6]1[N:15]=[CH:16][CH:17]=[CH:18][C:5]2=1.C1(B(O)O)C=CC=CC=1. (4) Given the product [NH2:5][C:4]1[CH:3]=[C:2]([CH:8]=[C:7]([C:9]([F:12])([F:11])[F:10])[CH:6]=1)[C:13]#[N:14], predict the reactants needed to synthesize it. The reactants are: Br[C:2]1[CH:3]=[C:4]([CH:6]=[C:7]([C:9]([F:12])([F:11])[F:10])[CH:8]=1)[NH2:5].[CH3:13][N:14](C)C=O.